From a dataset of Full USPTO retrosynthesis dataset with 1.9M reactions from patents (1976-2016). Predict the reactants needed to synthesize the given product. (1) Given the product [Cl:12][C:13]1[CH:19]=[C:18]([I:20])[CH:17]=[CH:16][C:14]=1[NH:15][C:2]1[CH:10]=[C:9]([F:11])[CH:8]=[CH:7][C:3]=1[C:4]([OH:6])=[O:5], predict the reactants needed to synthesize it. The reactants are: F[C:2]1[CH:10]=[C:9]([F:11])[CH:8]=[CH:7][C:3]=1[C:4]([OH:6])=[O:5].[Cl:12][C:13]1[CH:19]=[C:18]([I:20])[CH:17]=[CH:16][C:14]=1[NH2:15].[Li]N. (2) Given the product [CH:30]1[CH:31]=[CH:32][C:33]([N:36]([NH:43][C:44]2[C:45]([N+:56]([O-:58])=[O:57])=[CH:46][C:47]([N+:53]([O-:55])=[O:54])=[CH:48][C:49]=2[N+:50]([O-:52])=[O:51])[C:37]2[CH:38]=[CH:39][CH:40]=[CH:41][CH:42]=2)=[CH:34][CH:35]=1.[CH:30]1[CH:31]=[CH:32][C:33]([N:36]([NH:43][C:44]2[C:45]([N+:56]([O-:58])=[O:57])=[CH:46][C:47]([N+:53]([O-:55])=[O:54])=[CH:48][C:49]=2[N+:50]([O-:52])=[O:51])[C:37]2[CH:38]=[CH:39][CH:40]=[CH:41][CH:42]=2)=[CH:34][CH:35]=1.[CH:1]1[CH:2]=[CH:3][C:4]([N:7]([N:14][C:15]2[C:16]([N+:27]([O-:29])=[O:28])=[CH:17][C:18]([N+:24]([O-:26])=[O:25])=[CH:19][C:20]=2[N+:21]([O-:23])=[O:22])[C:8]2[CH:9]=[CH:10][CH:11]=[CH:12][CH:13]=2)=[CH:5][CH:6]=1, predict the reactants needed to synthesize it. The reactants are: [CH:1]1[CH:2]=[CH:3][C:4]([N:7]([N:14][C:15]2[C:16]([N+:27]([O-:29])=[O:28])=[CH:17][C:18]([N+:24]([O-:26])=[O:25])=[CH:19][C:20]=2[N+:21]([O-:23])=[O:22])[C:8]2[CH:9]=[CH:10][CH:11]=[CH:12][CH:13]=2)=[CH:5][CH:6]=1.[CH:30]1[CH:31]=[CH:32][C:33]([N:36]([NH:43][C:44]2[C:45]([N+:56]([O-:58])=[O:57])=[CH:46][C:47]([N+:53]([O-:55])=[O:54])=[CH:48][C:49]=2[N+:50]([O-:52])=[O:51])[C:37]2[CH:38]=[CH:39][CH:40]=[CH:41][CH:42]=2)=[CH:34][CH:35]=1. (3) The reactants are: Cl[C:2]1[N:6]([CH3:7])[C:5]2[C:8]([CH:13]([CH2:16][CH3:17])[CH2:14][CH3:15])=[CH:9][CH:10]=[C:11]([Cl:12])[C:4]=2[N:3]=1.[Br:18][C:19]1[CH:25]=[C:24]([CH3:26])[C:22]([NH2:23])=[C:21]([O:27][CH3:28])[CH:20]=1. Given the product [Br:18][C:19]1[CH:25]=[C:24]([CH3:26])[C:22]([NH:23][C:2]2[N:6]([CH3:7])[C:5]3[C:8]([CH:13]([CH2:16][CH3:17])[CH2:14][CH3:15])=[CH:9][CH:10]=[C:11]([Cl:12])[C:4]=3[N:3]=2)=[C:21]([O:27][CH3:28])[CH:20]=1, predict the reactants needed to synthesize it.